Task: Predict the reaction yield, written as a fraction of the theoretical maximum amount of product (1.0 means a 100% yield; for example, 0.34 means a 34% yield).. Dataset: Reaction yield outcomes from USPTO patents with 853,638 reactions (1) The reactants are [CH3:1][O:2][C@H:3]([CH3:9])[C@@H:4]([C:6]([OH:8])=[O:7])[NH2:5].Cl[C:11]([O:13][CH3:14])=[O:12]. The catalyst is C(=O)(O)[O-].[Na+]. The product is [CH3:1][O:2][C@@H:3]([CH3:9])[C@H:4]([NH:5][C:11]([O:13][CH3:14])=[O:12])[C:6]([OH:8])=[O:7]. The yield is 0.860. (2) The reactants are [Br:1][C:2]1[CH:25]=[CH:24][C:5]([O:6][CH2:7][CH:8]2[CH2:13][CH2:12][N:11]([C:14]([C:16]3([C:20]([F:23])([F:22])[F:21])[CH2:19][CH2:18][CH2:17]3)=O)[CH2:10][CH2:9]2)=[CH:4][CH:3]=1.C([O-])(O)=O.[Na+]. The catalyst is C1COCC1. The product is [Br:1][C:2]1[CH:3]=[CH:4][C:5]([O:6][CH2:7][CH:8]2[CH2:9][CH2:10][N:11]([CH2:14][C:16]3([C:20]([F:23])([F:21])[F:22])[CH2:19][CH2:18][CH2:17]3)[CH2:12][CH2:13]2)=[CH:24][CH:25]=1. The yield is 0.610. (3) The reactants are [F:1][C:2]1[CH:7]=[CH:6][C:5]([CH3:8])=[CH:4][C:3]=1[OH:9].[Br:10]Br. The catalyst is C(O)(=O)C. The product is [Br:10][C:6]1[C:5]([CH3:8])=[CH:4][C:3]([OH:9])=[C:2]([F:1])[CH:7]=1. The yield is 0.980. (4) The reactants are C(N(CC)CC)C.[C:8]1([CH3:18])[CH:13]=[CH:12][C:11]([S:14](Cl)(=[O:16])=[O:15])=[CH:10][CH:9]=1.[Cl:19][C:20]1[N:25]=[C:24]([N:26]([C:34]([O:36][C:37]([CH3:40])([CH3:39])[CH3:38])=[O:35])[C:27]([O:29][C:30]([CH3:33])([CH3:32])[CH3:31])=[O:28])[N:23]=[C:22]2[N:41]([CH2:52][C:53]3[C:58]([CH3:59])=[C:57]([O:60][CH3:61])[C:56]([CH3:62])=[CH:55][N:54]=3)[N:42]=[C:43]([CH2:44][CH:45]3COC(C)(C)[O:46]3)[C:21]=12. The catalyst is CN(C)C1C=CN=CC=1.ClCCl. The product is [CH3:18][C:8]1[CH:13]=[CH:12][C:11]([S:14]([O:46][CH2:45][CH2:44][C:43]2[C:21]3[C:22](=[N:23][C:24]([N:26]([C:27]([O:29][C:30]([CH3:33])([CH3:31])[CH3:32])=[O:28])[C:34]([O:36][C:37]([CH3:40])([CH3:39])[CH3:38])=[O:35])=[N:25][C:20]=3[Cl:19])[N:41]([CH2:52][C:53]3[C:58]([CH3:59])=[C:57]([O:60][CH3:61])[C:56]([CH3:62])=[CH:55][N:54]=3)[N:42]=2)(=[O:16])=[O:15])=[CH:10][CH:9]=1. The yield is 0.910. (5) The reactants are [NH2:1][C:2]1[CH:7]=[C:6]([CH:8]([F:10])[CH3:9])[N:5]=[C:4]([C:11]([O:13]C)=[O:12])[C:3]=1[O:15][CH3:16].[OH-].[Na+].Cl. The catalyst is C1COCC1.CO. The product is [NH2:1][C:2]1[CH:7]=[C:6]([CH:8]([F:10])[CH3:9])[N:5]=[C:4]([C:11]([OH:13])=[O:12])[C:3]=1[O:15][CH3:16]. The yield is 0.840. (6) The reactants are [C:1]([C:8]1[S:9][C:10]([CH2:17][NH2:18])=[C:11]([C:13]([O:15]C)=[O:14])[N:12]=1)([O:3][C:4]([CH3:7])([CH3:6])[CH3:5])=[O:2].[OH-].[Na+].CCCCCC.CC(C)=O. The catalyst is C1COCC1.O. The product is [C:1]([C:8]1[S:9][C:10]([CH2:17][NH2:18])=[C:11]([C:13]([OH:15])=[O:14])[N:12]=1)([O:3][C:4]([CH3:7])([CH3:6])[CH3:5])=[O:2]. The yield is 0.920.